From a dataset of Reaction yield outcomes from USPTO patents with 853,638 reactions. Predict the reaction yield, written as a fraction of the theoretical maximum amount of product (1.0 means a 100% yield; for example, 0.34 means a 34% yield). (1) The reactants are [OH-].[Na+].C([O:5][C:6](=[O:45])[CH2:7][C:8]1[CH:9]=[N:10][CH:11]=[C:12]([C:14]2[CH:19]=[CH:18][C:17]([C:20]([CH2:42][CH3:43])([C:23]3[CH:28]=[CH:27][C:26](/[CH:29]=[CH:30]/[C:31]([OH:40])([C:36]([F:39])([F:38])[F:37])[C:32]([F:35])([F:34])[F:33])=[C:25]([CH3:41])[CH:24]=3)[CH2:21][CH3:22])=[CH:16][C:15]=2[CH3:44])[CH:13]=1)C.Cl. The catalyst is CO.O. The product is [CH2:21]([C:20]([C:17]1[CH:18]=[CH:19][C:14]([C:12]2[CH:13]=[C:8]([CH2:7][C:6]([OH:45])=[O:5])[CH:9]=[N:10][CH:11]=2)=[C:15]([CH3:44])[CH:16]=1)([C:23]1[CH:28]=[CH:27][C:26](/[CH:29]=[CH:30]/[C:31]([OH:40])([C:36]([F:37])([F:38])[F:39])[C:32]([F:34])([F:35])[F:33])=[C:25]([CH3:41])[CH:24]=1)[CH2:42][CH3:43])[CH3:22]. The yield is 0.600. (2) The yield is 0.920. The product is [C:38]([O:37][C:35]([N:8]([CH2:7][C:6]([O:5][C:1]([CH3:3])([CH3:4])[CH3:2])=[O:42])[C:9]1[CH:14]=[CH:13][CH:12]=[C:11]([CH:15]([CH2:26][C:27]2[CH:32]=[CH:31][C:30]([N:33]([CH3:34])[S:53]([CH2:50][CH2:51][CH3:52])(=[O:55])=[O:54])=[CH:29][CH:28]=2)[NH:16][S:17]([C:20]2[CH:21]=[N:22][CH:23]=[CH:24][CH:25]=2)(=[O:19])=[O:18])[N:10]=1)=[O:36])([CH3:41])([CH3:40])[CH3:39]. The reactants are [C:1]([O:5][C:6](=[O:42])[CH2:7][N:8]([C:35]([O:37][C:38]([CH3:41])([CH3:40])[CH3:39])=[O:36])[C:9]1[CH:14]=[CH:13][CH:12]=[C:11]([CH:15]([CH2:26][C:27]2[CH:32]=[CH:31][C:30]([NH:33][CH3:34])=[CH:29][CH:28]=2)[NH:16][S:17]([C:20]2[CH:21]=[N:22][CH:23]=[CH:24][CH:25]=2)(=[O:19])=[O:18])[N:10]=1)([CH3:4])([CH3:3])[CH3:2].C(N(CC)CC)C.[CH2:50]([S:53](Cl)(=[O:55])=[O:54])[CH2:51][CH3:52].C(=O)([O-])O.[Na+]. The catalyst is O.C(Cl)Cl. (3) The reactants are [C:1]([C:3]1[CH2:8][CH2:7][CH2:6][CH2:5][CH:4]=1)#[CH:2].C([Li])CCC.C1(C#C[Li])CCCCC=1.[Cl:23][CH2:24][C:25](Cl)=[O:26]. The catalyst is C1COCC1.CCCCCC.[Cl-].[Cl-].[Zn+2].C1C=CC([P]([Pd]([P](C2C=CC=CC=2)(C2C=CC=CC=2)C2C=CC=CC=2)([P](C2C=CC=CC=2)(C2C=CC=CC=2)C2C=CC=CC=2)[P](C2C=CC=CC=2)(C2C=CC=CC=2)C2C=CC=CC=2)(C2C=CC=CC=2)C2C=CC=CC=2)=CC=1.C(OCC)(=O)C. The product is [Cl:23][CH2:24][C:25](=[O:26])[C:2]#[C:1][C:3]1[CH2:8][CH2:7][CH2:6][CH2:5][CH:4]=1. The yield is 0.670. (4) The catalyst is C(Cl)Cl.[Cu]. The reactants are F[B-](F)(F)F.[CH3:22][O:21][C:18]1[CH:19]=[CH:20][C:15]([I+][C:15]2[CH:20]=[CH:19][C:18]([O:21][CH3:22])=[C:17]([CH:23]([CH3:25])[CH3:24])[CH:16]=2)=[CH:16][C:17]=1[CH:23]([CH3:25])[CH3:24].[Cl:29][C:30]1[CH:31]=[C:32]([CH:37]=[C:38]([Cl:41])[C:39]=1[OH:40])[C:33]([O:35][CH3:36])=[O:34]. The product is [Cl:29][C:30]1[CH:31]=[C:32]([CH:37]=[C:38]([Cl:41])[C:39]=1[O:40][C:15]1[CH:20]=[CH:19][C:18]([O:21][CH3:22])=[C:17]([CH:23]([CH3:24])[CH3:25])[CH:16]=1)[C:33]([O:35][CH3:36])=[O:34]. The yield is 0.800. (5) The reactants are [Cl:1][C:2]1[C:3]2[CH:14]=[CH:13][C:12](=[O:15])[N:11]([C:16]3[C:21]([F:22])=[CH:20][CH:19]=[CH:18][C:17]=3[F:23])[C:4]=2[N:5]=[C:6](S(C)=O)[N:7]=1.[NH2:24][CH:25]([CH2:28][OH:29])[CH2:26][OH:27]. The catalyst is ClCCl.CN(C=O)C. The product is [Cl:1][C:2]1[C:3]2[CH:14]=[CH:13][C:12](=[O:15])[N:11]([C:16]3[C:21]([F:22])=[CH:20][CH:19]=[CH:18][C:17]=3[F:23])[C:4]=2[N:5]=[C:6]([NH:24][CH:25]([CH2:28][OH:29])[CH2:26][OH:27])[N:7]=1. The yield is 0.420.